Dataset: Peptide-MHC class II binding affinity with 134,281 pairs from IEDB. Task: Regression. Given a peptide amino acid sequence and an MHC pseudo amino acid sequence, predict their binding affinity value. This is MHC class II binding data. (1) The peptide sequence is TVPRTKYTATISGLK. The MHC is HLA-DQA10401-DQB10402 with pseudo-sequence HLA-DQA10401-DQB10402. The binding affinity (normalized) is 0.0509. (2) The peptide sequence is EKKYGAATQFEPLAA. The MHC is HLA-DQA10501-DQB10301 with pseudo-sequence HLA-DQA10501-DQB10301. The binding affinity (normalized) is 0.315. (3) The peptide sequence is QVKVPKGAPCRIPVI. The MHC is DRB1_0301 with pseudo-sequence DRB1_0301. The binding affinity (normalized) is 0.0571. (4) The peptide sequence is ILGLNKIVRMY. The MHC is DRB1_0101 with pseudo-sequence DRB1_0101. The binding affinity (normalized) is 0.251. (5) The peptide sequence is DVKFPGGGQIVRGVY. The MHC is HLA-DQA10501-DQB10301 with pseudo-sequence HLA-DQA10501-DQB10301. The binding affinity (normalized) is 0.675. (6) The peptide sequence is FAPFSKDNSIRLSAG. The MHC is DRB1_1302 with pseudo-sequence DRB1_1302. The binding affinity (normalized) is 0.493. (7) The peptide sequence is GRYKDEKDVTDITVK. The MHC is DRB1_0401 with pseudo-sequence DRB1_0401. The binding affinity (normalized) is 0.401.